Dataset: Full USPTO retrosynthesis dataset with 1.9M reactions from patents (1976-2016). Task: Predict the reactants needed to synthesize the given product. (1) Given the product [CH:24]1([O:23][C:16]2[C:17]([O:21][CH3:22])=[CH:18][CH:19]=[C:20]3[C:15]=2[N:14]=[CH:13][CH:12]=[C:11]3[NH:4][C:3]2[C:2]([Cl:1])=[CH:8][CH:7]=[CH:6][C:5]=2[Cl:9])[CH2:25][CH2:26][CH2:27][CH2:28]1, predict the reactants needed to synthesize it. The reactants are: [Cl:1][C:2]1[CH:8]=[CH:7][CH:6]=[C:5]([Cl:9])[C:3]=1[NH2:4].Cl[C:11]1[C:20]2[C:15](=[C:16]([O:23][CH:24]3[CH2:28][CH2:27][CH2:26][CH2:25]3)[C:17]([O:21][CH3:22])=[CH:18][CH:19]=2)[N:14]=[CH:13][CH:12]=1. (2) Given the product [OH:7][CH2:6][C:3]([C:8]1[O:12][N:11]=[C:10]([NH:13][C:14]([NH:48][C:45]2[CH:44]=[CH:43][C:42]([C:40]3[N:39]=[C:37]4[N:36]([CH:41]=3)[C:35]3[CH:49]=[CH:50][C:32]([O:31][CH2:30][CH2:29][N:23]5[CH2:24][CH2:25][O:26][CH2:27][CH2:28]5)=[CH:33][C:34]=3[S:38]4)=[CH:47][CH:46]=2)=[O:22])[CH:9]=1)([CH2:2][OH:1])[CH2:4][OH:5], predict the reactants needed to synthesize it. The reactants are: [OH:1][CH2:2][C:3]([C:8]1[O:12][N:11]=[C:10]([NH:13][C:14](=[O:22])OC2C=CC=CC=2)[CH:9]=1)([CH2:6][OH:7])[CH2:4][OH:5].[N:23]1([CH2:29][CH2:30][O:31][C:32]2[CH:50]=[CH:49][C:35]3[N:36]4[CH:41]=[C:40]([C:42]5[CH:47]=[CH:46][C:45]([NH2:48])=[CH:44][CH:43]=5)[N:39]=[C:37]4[S:38][C:34]=3[CH:33]=2)[CH2:28][CH2:27][O:26][CH2:25][CH2:24]1.